From a dataset of M1 muscarinic receptor antagonist screen with 61,756 compounds. Binary Classification. Given a drug SMILES string, predict its activity (active/inactive) in a high-throughput screening assay against a specified biological target. The drug is Brc1oc(c2onc(n2)c2ccccc2)cc1. The result is 0 (inactive).